This data is from Forward reaction prediction with 1.9M reactions from USPTO patents (1976-2016). The task is: Predict the product of the given reaction. (1) Given the reactants [NH2:1][CH2:2][CH:3]([C:20]1[CH:25]=[CH:24][CH:23]=[CH:22][CH:21]=1)[CH:4]([C:14]1[CH:15]=[N:16][CH:17]=[CH:18][CH:19]=1)[C:5]([N:7]([CH:11]([CH3:13])[CH3:12])[CH:8]([CH3:10])[CH3:9])=[O:6].[F:26][C:27]1[CH:32]=[CH:31][CH:30]=[CH:29][C:28]=1[CH2:33][N:34]=[C:35]=[O:36].CCN(C(C)C)C(C)C.C(O)C(N)(CO)CO, predict the reaction product. The product is: [CH:11]([N:7]([CH:8]([CH3:9])[CH3:10])[C:5]([CH:4]([C:14]1[CH:15]=[N:16][CH:17]=[CH:18][CH:19]=1)[CH:3]([C:20]1[CH:21]=[CH:22][CH:23]=[CH:24][CH:25]=1)[CH2:2][NH:1][C:35]([NH:34][CH2:33][C:28]1[CH:29]=[CH:30][CH:31]=[CH:32][C:27]=1[F:26])=[O:36])=[O:6])([CH3:13])[CH3:12]. (2) Given the reactants [CH3:1][O:2][C:3]1[C:8]([CH3:9])=[CH:7][C:6]([CH3:10])=[CH:5][C:4]=1/[CH:11]=[CH:12]/[C:13]([OH:15])=[O:14].[H][H], predict the reaction product. The product is: [CH3:1][O:2][C:3]1[C:8]([CH3:9])=[CH:7][C:6]([CH3:10])=[CH:5][C:4]=1[CH2:11][CH2:12][C:13]([OH:15])=[O:14]. (3) Given the reactants [S:1]1[C:5]([C:6](=[O:12])[CH2:7][CH2:8][CH2:9][CH2:10]Br)=[CH:4][C:3]2[CH:13]=[CH:14][CH:15]=[CH:16][C:2]1=2.[F:17][C:18]1[C:23]([F:24])=[C:22]([F:25])[C:21]([F:26])=[C:20]([F:27])[C:19]=1[OH:28].C(=O)([O-])[O-].[K+].[K+], predict the reaction product. The product is: [S:1]1[C:5]([C:6](=[O:12])[CH2:7][CH2:8][CH2:9][CH2:10][O:28][C:19]2[C:20]([F:27])=[C:21]([F:26])[C:22]([F:25])=[C:23]([F:24])[C:18]=2[F:17])=[CH:4][C:3]2[CH:13]=[CH:14][CH:15]=[CH:16][C:2]1=2. (4) Given the reactants [CH:1]1([NH2:4])[CH2:3][CH2:2]1.C(O)(=O)C.[C:9]1([CH:15]2[CH2:20][CH2:19][CH2:18][CH2:17][C:16]2=O)[CH:14]=[CH:13][CH:12]=[CH:11][CH:10]=1.C([BH3-])#N.[Na+], predict the reaction product. The product is: [CH:1]1([NH:4][C@@H:16]2[CH2:17][CH2:18][CH2:19][CH2:20][C@@H:15]2[C:9]2[CH:10]=[CH:11][CH:12]=[CH:13][CH:14]=2)[CH2:3][CH2:2]1.[CH:1]1([NH:4][C@@H:16]2[CH2:17][CH2:18][CH2:19][CH2:20][C@H:15]2[C:9]2[CH:10]=[CH:11][CH:12]=[CH:13][CH:14]=2)[CH2:3][CH2:2]1. (5) Given the reactants [Cl:1][C:2]1[CH:8]=[C:7]([O:9][C:10]2[C:11]3[N:18]([CH3:19])[CH:17]=[CH:16][C:12]=3[N:13]=[CH:14][N:15]=2)[CH:6]=[CH:5][C:3]=1[NH2:4].N1C=CC=CC=1.Cl[C:27](OC1C=CC=CC=1)=[O:28].[NH2:36][C:37]1[CH:42]=[C:41]([C:43]([F:46])([F:45])[F:44])[CH:40]=[CH:39][N:38]=1, predict the reaction product. The product is: [Cl:1][C:2]1[CH:8]=[C:7]([O:9][C:10]2[C:11]3[N:18]([CH3:19])[CH:17]=[CH:16][C:12]=3[N:13]=[CH:14][N:15]=2)[CH:6]=[CH:5][C:3]=1[NH:4][C:27]([NH:36][C:37]1[CH:42]=[C:41]([C:43]([F:44])([F:46])[F:45])[CH:40]=[CH:39][N:38]=1)=[O:28]. (6) Given the reactants [CH:1]1([NH:6][C:7]2[N:12]=[C:11]([C:13]3[N:17]4[CH:18]=[CH:19][CH:20]=[C:21]([N:22]5[CH2:27][CH2:26][O:25][CH2:24][CH2:23]5)[C:16]4=[N:15][C:14]=3[C:28]3[CH:35]=[CH:34][C:31]([C:32]#[N:33])=[CH:30][CH:29]=3)[CH:10]=[CH:9][N:8]=2)[CH2:5][CH2:4][CH2:3][CH2:2]1.[OH-:36].[NH4+].OO, predict the reaction product. The product is: [CH:1]1([NH:6][C:7]2[N:12]=[C:11]([C:13]3[N:17]4[CH:18]=[CH:19][CH:20]=[C:21]([N:22]5[CH2:27][CH2:26][O:25][CH2:24][CH2:23]5)[C:16]4=[N:15][C:14]=3[C:28]3[CH:29]=[CH:30][C:31]([C:32]([NH2:33])=[O:36])=[CH:34][CH:35]=3)[CH:10]=[CH:9][N:8]=2)[CH2:2][CH2:3][CH2:4][CH2:5]1.